Dataset: Forward reaction prediction with 1.9M reactions from USPTO patents (1976-2016). Task: Predict the product of the given reaction. Given the reactants C(OC([C:6]1[N:7]=[C:8]([CH2:12][CH2:13][CH3:14])S[C:10]=1N)=O)C.C(O[C:18]([C:20]1[N:21]=[C:22]([CH2:32][CH2:33][CH3:34])[S:23][C:24]=1[NH:25][C:26]1[CH:27]=[N:28][CH:29]=[CH:30][CH:31]=1)=[O:19])C.C(C1SC(NC2C=NC=CC=2)=C(C(O)=O)[N:42]=1)CC, predict the reaction product. The product is: [CH3:10][C:6]1[N:7]=[C:8]([NH:42][C:18]([C:20]2[N:21]=[C:22]([CH2:32][CH2:33][CH3:34])[S:23][C:24]=2[NH:25][C:26]2[CH:27]=[N:28][CH:29]=[CH:30][CH:31]=2)=[O:19])[CH:12]=[CH:13][CH:14]=1.